From a dataset of NCI-60 drug combinations with 297,098 pairs across 59 cell lines. Regression. Given two drug SMILES strings and cell line genomic features, predict the synergy score measuring deviation from expected non-interaction effect. Drug 1: CN(C)N=NC1=C(NC=N1)C(=O)N. Drug 2: CC12CCC3C(C1CCC2OP(=O)(O)O)CCC4=C3C=CC(=C4)OC(=O)N(CCCl)CCCl.[Na+]. Cell line: OVCAR-4. Synergy scores: CSS=-4.82, Synergy_ZIP=-0.519, Synergy_Bliss=-6.29, Synergy_Loewe=-7.72, Synergy_HSA=-7.23.